Dataset: Experimentally validated miRNA-target interactions with 360,000+ pairs, plus equal number of negative samples. Task: Binary Classification. Given a miRNA mature sequence and a target amino acid sequence, predict their likelihood of interaction. (1) The miRNA is hsa-miR-516b-3p with sequence UGCUUCCUUUCAGAGGGU. The protein sequence of the target gene is MAESENRKELSESSQEEAGNQIMVEGLGEHLERGEDAAAGLGDDGKCGEEAAAGLGEEGENGEDTAAGSGEDGKKGGDTDEDSEADRPKGLIGYVLDTDFVESLPVKVKYRVLALKKLQTRAANLESKFLREFHDIERKFAEMYQPLLEKRRQIINAIYEPTEEECEYKSDSEDCDDEEMCHEEMYGNEEGMVHEYVDEDDGYEDYYYDYAVEEEEEEEEEDDIEATGEENKEEEDPKGIPDFWLTVLKNVDTLTPLIKKYDEPILKLLTDIKVKLSDPGEPLSFTLEFHFKPNEYFKNE.... Result: 0 (no interaction). (2) The miRNA is ssc-miR-221-3p with sequence AGCUACAUUGUCUGCUGGGUUU. The protein sequence of the target gene is MAENGQNCDQRRVAMNKEQYNGNFTDPSSVNEKKRRDREERQNIVLWRQPLITLQYFSLETLVILKEWTSKLWHRQSIVVSFLLLLAVLTATYYVEGAHQQYVQRIEKQFLLYAYWIGLGILSSVGLGTGLHTFLLYLGPHIASVTLAAYECNSVNFPEPPYPDQIICPDEEGTEGTISLWSIISKVRIEACMWGIGTAIGELPPYFMARAARLSGAEPDDEEYQEFEEMLEHAETAQDFASRAKLAVQNLVQKVGFFGILACASIPNPLFDLAGITCGHFLVPFWTFFGATLIGKAIIK.... Result: 0 (no interaction). (3) The miRNA is hsa-miR-550a-5p with sequence AGUGCCUGAGGGAGUAAGAGCCC. The protein sequence of the target gene is MEAQELGSPTPTYHLLPKANQHTVKEDAGSPSQGSPETMQLKKEISLLNGVSLVVGNMIGSGIFVSPKGVLKYTASYGLSLIVWAIGGLFSVVGALCYAELGTTITKSGASYAYILEAFGGFIAFIRLWVSLLIVEPTSQAIIAITFANYIIKPSFPTCDPPYVACRLLAAACVCLLTFVNCAYVKWGTRVQDTFTYAKVLALIAIIIMGLVKLCQGHTEHFQDAFKGSSWNVGDLSLALYSALFSYSGWDTLNFVTEEIKNPERNLPLAIGISMPIVTLIYILTNVAYYTVLNIQDVHK.... Result: 0 (no interaction). (4) The miRNA is hsa-miR-1260b with sequence AUCCCACCACUGCCACCAU. The protein sequence of the target gene is MPMILGYWNVRGLTHPIRMLLEYTDSSYDEKRYTMGDAPDFDRSQWLNEKFKLGLDFPNLPYLIDGSHKITQSNAILRYLARKHHLDGETEEERIRADIVENQVMDTRMQLIMLCYNPDFEKQKPEFLKTIPEKMKLYSEFLGKRPWFAGDKVTYVDFLAYDILDQYRMFEPKCLDAFPNLRDFLARFEGLKKISAYMKSSRYIATPIFSKMAHWSNK. Result: 0 (no interaction). (5) The miRNA is hsa-miR-5004-3p with sequence CUUGGAUUUUCCUGGGCCUCAG. The protein sequence of the target gene is MMQESGTETKSNGSAIQNGASGGNHLLECSLREVRSNGETPSVEIGAADLTHLQQQQALQVARQLLLQQQQQQQQQQQQQQQQQVSGLKSPKRNDKQPALQVPVSVAMMTPQVITPQQMQQILQQQVLTPQQLQVLLQQQQALMLQQQQLQEFYKKQQEQLQLQLLQQQHAGKQPKEPQQQQVATQQLAFQQQLLQMQQLQQQHLLTLQRQGLLTIQPGQPTLPLQPLAQGMIPTELQQLWKEVTSSHTAEEAASNNHSSLDLSTTCVSSSAPSKTSLIINPHASTNGQLSVHTPKRESL.... Result: 0 (no interaction). (6) The miRNA is hsa-miR-6501-5p with sequence AGUUGCCAGGGCUGCCUUUGGU. The protein sequence of the target gene is MSYTSTDSDHNESPAADDNGSDCRSRWDGHALKKGPWSSAEDDILIDYVNKHGEGNWNAVQKHTSLFRCGKSCRLRWANHLRPNLKKGAFSQEEEQLIVELHAKMGNRWARMAAHLPGRTDNEIKNYWNTRIKRRQRAGLPLYPPEMHVEALEWSQEYAKSRVMGEDRRHQDFLQLGSCESNVFFDTLNFTDMVPGTFDLADMTAYKNMGNCASSPRYENFMTPTIPSSKRLWESELLYPGCSSTIKQEFSSPEQFRNTSPQTISKTCSFSVPCDVEHPLYGNRHSPVMIPDSHTPTDGI.... Result: 0 (no interaction).